This data is from Forward reaction prediction with 1.9M reactions from USPTO patents (1976-2016). The task is: Predict the product of the given reaction. Given the reactants CCN(C(C)C)C(C)C.[CH3:10][O:11][C:12]1[CH:27]=[CH:26][CH:25]=[C:24]([C:28]([F:31])([F:30])[F:29])[C:13]=1[CH2:14][N:15]1[C:19](=[O:20])[CH2:18][CH2:17][C@@H:16]1[C:21](O)=[O:22].Cl.[NH2:33][CH:34]([CH2:43][C:44]1[CH:49]=[CH:48][CH:47]=[CH:46][CH:45]=1)[CH:35]([OH:42])[C:36]([NH:38][CH:39]1[CH2:41][CH2:40]1)=[O:37].CN(C(ON1N=NC2C=CC=NC1=2)=[N+](C)C)C.F[P-](F)(F)(F)(F)F, predict the reaction product. The product is: [CH:39]1([NH:38][C:36](=[O:37])[CH:35]([OH:42])[CH:34]([NH:33][C:21]([C@H:16]2[CH2:17][CH2:18][C:19](=[O:20])[N:15]2[CH2:14][C:13]2[C:24]([C:28]([F:31])([F:29])[F:30])=[CH:25][CH:26]=[CH:27][C:12]=2[O:11][CH3:10])=[O:22])[CH2:43][C:44]2[CH:49]=[CH:48][CH:47]=[CH:46][CH:45]=2)[CH2:40][CH2:41]1.